Dataset: NCI-60 drug combinations with 297,098 pairs across 59 cell lines. Task: Regression. Given two drug SMILES strings and cell line genomic features, predict the synergy score measuring deviation from expected non-interaction effect. (1) Drug 1: C1C(C(OC1N2C=NC3=C(N=C(N=C32)Cl)N)CO)O. Drug 2: CCN(CC)CCCC(C)NC1=C2C=C(C=CC2=NC3=C1C=CC(=C3)Cl)OC. Cell line: CCRF-CEM. Synergy scores: CSS=63.7, Synergy_ZIP=-1.60, Synergy_Bliss=-2.78, Synergy_Loewe=-5.11, Synergy_HSA=-1.72. (2) Drug 1: CN(C(=O)NC(C=O)C(C(C(CO)O)O)O)N=O. Drug 2: CC1C(C(CC(O1)OC2CC(CC3=C2C(=C4C(=C3O)C(=O)C5=CC=CC=C5C4=O)O)(C(=O)C)O)N)O. Cell line: K-562. Synergy scores: CSS=27.7, Synergy_ZIP=-5.78, Synergy_Bliss=-9.04, Synergy_Loewe=-22.6, Synergy_HSA=-5.78. (3) Drug 1: C1=CC(=CC=C1C#N)C(C2=CC=C(C=C2)C#N)N3C=NC=N3. Drug 2: C1=NC(=NC(=O)N1C2C(C(C(O2)CO)O)O)N. Cell line: MCF7. Synergy scores: CSS=13.1, Synergy_ZIP=-1.52, Synergy_Bliss=4.67, Synergy_Loewe=-1.85, Synergy_HSA=-1.14. (4) Drug 1: C1CCC(C1)C(CC#N)N2C=C(C=N2)C3=C4C=CNC4=NC=N3. Drug 2: C1=CC(=CC=C1CCC2=CNC3=C2C(=O)NC(=N3)N)C(=O)NC(CCC(=O)O)C(=O)O. Cell line: KM12. Synergy scores: CSS=33.1, Synergy_ZIP=8.28, Synergy_Bliss=9.07, Synergy_Loewe=6.43, Synergy_HSA=10.3.